From a dataset of Forward reaction prediction with 1.9M reactions from USPTO patents (1976-2016). Predict the product of the given reaction. Given the reactants [C:1]1([CH:11]([C:13]2[CH:18]=[CH:17][CH:16]=[CH:15][CH:14]=2)[OH:12])[C:10]2[C:5](=[CH:6][CH:7]=[CH:8][CH:9]=2)[CH:4]=[CH:3][CH:2]=1.[H-].[Na+].C([CH:23]1[O:25][CH2:24]1)Cl.[CH3:26]N(C)C=O, predict the reaction product. The product is: [C:1]1([C:11]([C:13]2[CH:18]=[CH:17][CH:16]=[CH:15][CH:14]=2)([O:12][CH3:26])[CH:24]2[CH2:23][O:25]2)[C:10]2[C:5](=[CH:6][CH:7]=[CH:8][CH:9]=2)[CH:4]=[CH:3][CH:2]=1.